Dataset: Catalyst prediction with 721,799 reactions and 888 catalyst types from USPTO. Task: Predict which catalyst facilitates the given reaction. (1) Reactant: [Cl:1][C:2]1[CH:7]=[CH:6][C:5]([NH:8][C:9](=[O:21])[C:10]2[CH:15]=[CH:14][CH:13]=[C:12]([C:16]([C:19]#[N:20])([CH3:18])[CH3:17])[CH:11]=2)=[CH:4][C:3]=1[O:22][C:23]1[CH:28]=[CH:27][C:26]([N+:29]([O-])=O)=[CH:25][N:24]=1.[Cl-].[Ca+2].[Cl-].O. Product: [NH2:29][C:26]1[CH:27]=[CH:28][C:23]([O:22][C:3]2[CH:4]=[C:5]([NH:8][C:9](=[O:21])[C:10]3[CH:15]=[CH:14][CH:13]=[C:12]([C:16]([C:19]#[N:20])([CH3:17])[CH3:18])[CH:11]=3)[CH:6]=[CH:7][C:2]=2[Cl:1])=[N:24][CH:25]=1. The catalyst class is: 8. (2) Reactant: [N:1]1([CH2:7][CH2:8][NH2:9])[CH2:6][CH2:5][O:4][CH2:3][CH2:2]1.C1([O:16][C:17](=O)[NH:18][C:19]2[S:20][C:21]3[CH:27]=[C:26]([S:28][C:29]#[N:30])[CH:25]=[CH:24][C:22]=3[N:23]=2)C=CC=CC=1. Product: [N:1]1([CH2:7][CH2:8][NH:9][C:17]([NH:18][C:19]2[S:20][C:21]3[CH:27]=[C:26]([S:28][C:29]#[N:30])[CH:25]=[CH:24][C:22]=3[N:23]=2)=[O:16])[CH2:6][CH2:5][O:4][CH2:3][CH2:2]1. The catalyst class is: 7. (3) Reactant: [CH:1]1([C:4]2[C:5]([CH:20]3[CH2:23][CH:22]([CH2:24][C:25]([CH3:28])([CH3:27])[CH3:26])[CH2:21]3)=[N:6][O:7][C:8]=2[C@@H:9]([CH2:14][CH2:15][C:16]([O:18][CH3:19])=[O:17])[CH2:10][C:11]([O-])=[O:12])[CH2:3][CH2:2]1.[Cl:29][C:30]1[CH:35]=[C:34]([CH3:36])[CH:33]=[CH:32][C:31]=1[NH2:37].CN(C(ON1N=NC2C=CC=NC1=2)=[N+](C)C)C.F[P-](F)(F)(F)(F)F.CCCCCC. Product: [Cl:29][C:30]1[CH:35]=[C:34]([CH3:36])[CH:33]=[CH:32][C:31]=1[NH:37][C:11]([CH2:10][C@@H:9]([C:8]1[O:7][N:6]=[C:5]([CH:20]2[CH2:23][CH:22]([CH2:24][C:25]([CH3:27])([CH3:28])[CH3:26])[CH2:21]2)[C:4]=1[CH:1]1[CH2:2][CH2:3]1)[CH2:14][CH2:15][C:16]([O:18][CH3:19])=[O:17])=[O:12]. The catalyst class is: 39. (4) Reactant: C(=O)([O-])[O-].[Cs+].[Cs+].[F:7][CH2:8][CH2:9]I.[C:11]([NH:15][C:16]1[CH:21]=[C:20]([C:22]2[C:23]([C:27]3[C:28]([F:48])=[C:29]([N:33]([CH2:45][O:46][CH3:47])[S:34]([C:37]4[CH:42]=[C:41]([F:43])[CH:40]=[CH:39][C:38]=4[F:44])(=[O:36])=[O:35])[CH:30]=[CH:31][CH:32]=3)=[N:24][NH:25][CH:26]=2)[CH:19]=[CH:18][N:17]=1)([CH3:14])([CH3:13])[CH3:12].O. Product: [C:11]([NH:15][C:16]1[CH:21]=[C:20]([C:22]2[C:23]([C:27]3[C:28]([F:48])=[C:29]([N:33]([CH2:45][O:46][CH3:47])[S:34]([C:37]4[CH:42]=[C:41]([F:43])[CH:40]=[CH:39][C:38]=4[F:44])(=[O:36])=[O:35])[CH:30]=[CH:31][CH:32]=3)=[N:24][N:25]([CH2:9][CH2:8][F:7])[CH:26]=2)[CH:19]=[CH:18][N:17]=1)([CH3:14])([CH3:13])[CH3:12]. The catalyst class is: 31. (5) Reactant: [CH3:1][S:2][CH2:3]Cl.[CH3:5][C:6]([C:26]1[CH:31]=[CH:30][C:29]([C:32]2[CH:33]=[C:34]([OH:38])[CH:35]=[N:36][CH:37]=2)=[CH:28][CH:27]=1)([C:10]1[CH:15]=[CH:14][C:13]([C:16]2[N:17]=[N:18][C:19]([C:22]([F:25])([F:24])[F:23])=[CH:20][CH:21]=2)=[CH:12][N:11]=1)[CH:7]([CH3:9])[CH3:8].C(=O)([O-])[O-].[Cs+].[Cs+].OS([O-])(=O)=O.[Na+]. Product: [CH3:5][C:6]([C:10]1[N:11]=[CH:12][C:13]([C:16]2[N:17]=[N:18][C:19]([C:22]([F:25])([F:24])[F:23])=[CH:20][CH:21]=2)=[CH:14][CH:15]=1)([C:26]1[CH:27]=[CH:28][C:29]([C:32]2[CH:37]=[N:36][CH:35]=[C:34]([O:38][CH2:3][S:2][CH3:1])[CH:33]=2)=[CH:30][CH:31]=1)[CH:7]([CH3:9])[CH3:8]. The catalyst class is: 3.